Dataset: Catalyst prediction with 721,799 reactions and 888 catalyst types from USPTO. Task: Predict which catalyst facilitates the given reaction. Reactant: [C:1]([N:8]1[CH2:13][CH2:12][NH:11][CH2:10][CH2:9]1)([O:3][C:4]([CH3:7])([CH3:6])[CH3:5])=[O:2].C([O-])([O-])=O.[Cs+].[Cs+].C1C=CC(P(C2C(C3C(P(C4C=CC=CC=4)C4C=CC=CC=4)=CC=C4C=3C=CC=C4)=C3C(C=CC=C3)=CC=2)C2C=CC=CC=2)=CC=1.I[C:67]1[CH:72]=[CH:71][C:70]([N:73]2[CH:77]=[CH:76][CH:75]=[N:74]2)=[CH:69][CH:68]=1. Product: [N:73]1([C:70]2[CH:69]=[CH:68][C:67]([N:11]3[CH2:10][CH2:9][N:8]([C:1]([O:3][C:4]([CH3:7])([CH3:6])[CH3:5])=[O:2])[CH2:13][CH2:12]3)=[CH:72][CH:71]=2)[CH:77]=[CH:76][CH:75]=[N:74]1. The catalyst class is: 231.